This data is from Full USPTO retrosynthesis dataset with 1.9M reactions from patents (1976-2016). The task is: Predict the reactants needed to synthesize the given product. (1) Given the product [C:1]([C:4]1[C:22](=[O:23])[C@@:8]2([CH3:24])[C:9]3[C:15]([OH:16])=[CH:14][C:13]([O:17][CH3:18])=[C:12]([C:19]([NH:21][CH2:29][C:28]4[C:31]([CH3:36])=[CH:32][C:33]([CH3:35])=[CH:34][C:27]=4[CH3:26])=[O:20])[C:10]=3[O:11][C:7]2=[CH:6][C:5]=1[OH:25])(=[O:3])[CH3:2], predict the reactants needed to synthesize it. The reactants are: [C:1]([C:4]1[C:22](=[O:23])[C@@:8]2([CH3:24])[C:9]3[C:15]([OH:16])=[CH:14][C:13]([O:17][CH3:18])=[C:12]([C:19]([NH2:21])=[O:20])[C:10]=3[O:11][C:7]2=[CH:6][C:5]=1[OH:25])(=[O:3])[CH3:2].[CH3:26][C:27]1[CH:34]=[C:33]([CH3:35])[CH:32]=[C:31]([CH3:36])[C:28]=1[CH:29]=O.C([SiH](CC)CC)C.FC(F)(F)C(O)=O. (2) Given the product [CH3:17][C:13]1[N:12]=[C:11]([C:3]2[C:2]([B:23]([OH:28])[OH:24])=[C:6]3[CH:7]=[CH:8][CH:9]=[CH:10][N:5]3[N:4]=2)[CH:16]=[CH:15][CH:14]=1, predict the reactants needed to synthesize it. The reactants are: Br[C:2]1[C:3]([C:11]2[CH:16]=[CH:15][CH:14]=[C:13]([CH3:17])[N:12]=2)=[N:4][N:5]2[CH:10]=[CH:9][CH:8]=[CH:7][C:6]=12.C([Li])(C)(C)C.[B:23](OC(C)C)([O:28]C(C)C)[O:24]C(C)C. (3) The reactants are: [NH2:1][C:2]1[CH:3]=[N:4][CH:5]=[CH:6][CH:7]=1.[Li+].CC([N-]C(C)C)C.Cl[C:17]1[N:22]=[C:21]([N:23]2[CH2:28][CH2:27][O:26][CH2:25][CH2:24]2)[N:20]=[C:19]([N:29]2[C:33]3[CH:34]=[CH:35][CH:36]=[CH:37][C:32]=3[N:31]=[C:30]2[S:38][CH3:39])[N:18]=1.CC(O)=O. Given the product [CH3:39][S:38][C:30]1[N:29]([C:19]2[N:20]=[C:21]([N:23]3[CH2:28][CH2:27][O:26][CH2:25][CH2:24]3)[N:22]=[C:17]([NH:1][C:2]3[CH:3]=[N:4][CH:5]=[CH:6][CH:7]=3)[N:18]=2)[C:33]2[CH:34]=[CH:35][CH:36]=[CH:37][C:32]=2[N:31]=1, predict the reactants needed to synthesize it. (4) Given the product [F:13][C:5]1[CH:6]=[C:7]([CH2:8][O:9][CH2:10][O:11][CH3:12])[C:2]([CH3:14])=[N:3][CH:4]=1, predict the reactants needed to synthesize it. The reactants are: Cl[C:2]1[C:7]([CH2:8][O:9][CH2:10][O:11][CH3:12])=[CH:6][C:5]([F:13])=[CH:4][N:3]=1.[C:14](=O)([O-])[O-].[K+].[K+].CB1OB(C)OB(C)O1.